The task is: Predict which catalyst facilitates the given reaction.. This data is from Catalyst prediction with 721,799 reactions and 888 catalyst types from USPTO. (1) Reactant: [N:1]([CH:4]([C:6]1[CH:7]=[CH:8][C:9]([F:12])=[N:10][CH:11]=1)[CH3:5])=[N+]=[N-]. Product: [F:12][C:9]1[N:10]=[CH:11][C:6]([CH:4]([NH2:1])[CH3:5])=[CH:7][CH:8]=1. The catalyst class is: 856. (2) The catalyst class is: 2. Product: [CH2:20]([C:22]1[CH:27]=[CH:26][C:25]([CH2:28][O:4][C:1](=[O:3])[NH:10][C@H:9]2[CH2:8][NH:7][C:6]2=[O:5])=[CH:24][CH:23]=1)[CH3:21]. Reactant: [C:1]([O-:4])(=[O:3])C.[O:5]=[C:6]1[C@@H:9]([NH3+:10])[CH2:8][NH:7]1.CCN(C(C)C)C(C)C.[CH2:20]([C:22]1[CH:27]=[CH:26][C:25]([C:28]2C=CN(C([O-])=O)C(=O)C=2C)=[CH:24][CH:23]=1)[CH3:21]. (3) The catalyst class is: 8. Product: [CH3:19][CH:15]1[C:14]2([O:20][CH2:21][CH2:22][O:31]2)[CH2:13][CH2:12][C:11]2([C:24]3[CH:25]=[CH:26][CH:27]=[CH:28][CH:29]=3)[CH:16]1[CH2:17][CH2:18][C:9]1[C:10]2=[N:33][NH:32][C:1]=1[C:2]1[CH:7]=[CH:6][CH:5]=[CH:4][CH:3]=1. Reactant: [C:1]([CH:9]1[CH2:18][CH2:17][CH:16]2[C:11]([C:24]3[CH:29]=[CH:28][CH:27]=[CH:26][CH:25]=3)([CH2:12][CH2:13][C:14]3(O[CH2:22][CH2:21][O:20]3)[CH:15]2[CH3:19])[C:10]1=O)(=O)[C:2]1[CH:7]=[CH:6][CH:5]=[CH:4][CH:3]=1.[OH2:31].[NH2:32][NH2:33].